From a dataset of Catalyst prediction with 721,799 reactions and 888 catalyst types from USPTO. Predict which catalyst facilitates the given reaction. (1) The catalyst class is: 53. Reactant: [CH2:1]([C:3]1[N:4]([C@@H:16]([CH3:19])[CH2:17][OH:18])[C:5]2[C:14]3[CH:13]=[CH:12][CH:11]=[CH:10][C:9]=3[N:8]=[CH:7][C:6]=2[N:15]=1)[CH3:2].BrN1C(=O)CCC1=O.C(Cl)(Cl)Cl. Product: [CH3:2][CH:1]1[C:3]2=[N:15][C:6]3[CH:7]=[N:8][C:9]4[C:14]([C:5]=3[N:4]2[C@@H:16]([CH3:19])[CH2:17][O:18]1)=[CH:13][CH:12]=[CH:11][CH:10]=4. (2) Reactant: [C:1]1([N:7]2[C:15]3[C:10](=[CH:11][C:12]([OH:16])=[CH:13][CH:14]=3)[CH:9]=[CH:8]2)[CH:6]=[CH:5][CH:4]=[CH:3][CH:2]=1.[BH3-]C#N.[Na+].C([O-])([O-])=O.[Na+].[Na+]. Product: [C:1]1([N:7]2[C:15]3[C:10](=[CH:11][C:12]([OH:16])=[CH:13][CH:14]=3)[CH2:9][CH2:8]2)[CH:6]=[CH:5][CH:4]=[CH:3][CH:2]=1. The catalyst class is: 313. (3) Reactant: Cl[C:2]1[N:7]=[C:6]([C:8]2[S:12][C:11]([N:13]3[CH2:17][CH2:16][CH2:15][CH2:14]3)=[N:10][C:9]=2[C:18]2[CH:19]=[CH:20][C:21]([F:36])=[C:22]([NH:24][S:25]([C:28]3[C:33]([F:34])=[CH:32][CH:31]=[CH:30][C:29]=3[F:35])(=[O:27])=[O:26])[CH:23]=2)[CH:5]=[CH:4][N:3]=1.[N:37]1([C:43]2[N:48]=[CH:47][C:46]([NH2:49])=[CH:45][CH:44]=2)[CH2:42][CH2:41][O:40][CH2:39][CH2:38]1.Cl.O1CCOCC1. Product: [F:35][C:29]1[CH:30]=[CH:31][CH:32]=[C:33]([F:34])[C:28]=1[S:25]([NH:24][C:22]1[CH:23]=[C:18]([C:9]2[N:10]=[C:11]([N:13]3[CH2:17][CH2:16][CH2:15][CH2:14]3)[S:12][C:8]=2[C:6]2[CH:5]=[CH:4][N:3]=[C:2]([NH:49][C:46]3[CH:47]=[N:48][C:43]([N:37]4[CH2:38][CH2:39][O:40][CH2:41][CH2:42]4)=[CH:44][CH:45]=3)[N:7]=2)[CH:19]=[CH:20][C:21]=1[F:36])(=[O:27])=[O:26]. The catalyst class is: 836. (4) Reactant: [C:1]1([C:7](=[O:9])[CH3:8])[CH:6]=[CH:5][CH:4]=[CH:3][CH:2]=1.C=O.[CH3:12][NH:13][CH3:14].[C:15](OCC)(=O)C.CCCCCC. Product: [CH3:12][N:13]([CH3:15])[CH2:14][CH2:8][C:7]([C:1]1[CH:6]=[CH:5][CH:4]=[CH:3][CH:2]=1)=[O:9]. The catalyst class is: 8. (5) Product: [O:1]1[CH2:6][CH2:5][CH:4]([C:7]2[CH:8]=[CH:9][C:10]([NH2:13])=[N:11][CH:12]=2)[CH2:3][CH2:2]1. Reactant: [O:1]1[CH2:6][CH:5]=[C:4]([C:7]2[CH:8]=[CH:9][C:10]([NH2:13])=[N:11][CH:12]=2)[CH2:3][CH2:2]1. The catalyst class is: 8. (6) Reactant: [OH2:1].O.O.[C:4]([O-:9])(=[O:8])[C:5]([O-:7])=[O:6].[Co+3:10].[K+:11].[C:12]([O-:17])(=[O:16])[C:13]([O-:15])=[O:14].[CH4:18]. Product: [OH2:6].[OH2:14].[OH2:1].[C:4]([O-:9])(=[O:8])[C:5]([O-:7])=[O:6].[Co+3:10].[K+:11].[C:12]([O-:17])(=[O:16])[C:13]([O-:15])=[O:14].[CH4:18].[C:4]([O-:9])(=[O:8])[C:5]([O-:7])=[O:6].[Co+3:10].[K+:11].[C:4]([O-:9])(=[O:8])[C:5]([O-:7])=[O:6]. The catalyst class is: 6. (7) Reactant: [C:1]([N:4]1[CH2:9][CH2:8][C@H:7]([O:10][C:11]2[CH:16]=[CH:15][C:14]([C:17]3[N:22]=[CH:21][N:20]=[C:19]([NH:23][C:24]4[CH:29]=[CH:28][C:27]([CH:30]5[CH2:35][CH2:34][N:33](C(OC(C)(C)C)=O)[CH2:32][CH2:31]5)=[CH:26][CH:25]=4)[N:18]=3)=[CH:13][C:12]=2[C:43]#[N:44])[C:6]([F:46])([F:45])[CH2:5]1)(=[O:3])[CH3:2].FC(F)(F)C(O)=O. Product: [C:1]([N:4]1[CH2:9][CH2:8][C@H:7]([O:10][C:11]2[CH:16]=[CH:15][C:14]([C:17]3[N:18]=[C:19]([NH:23][C:24]4[CH:29]=[CH:28][C:27]([CH:30]5[CH2:35][CH2:34][NH:33][CH2:32][CH2:31]5)=[CH:26][CH:25]=4)[N:20]=[CH:21][N:22]=3)=[CH:13][C:12]=2[C:43]#[N:44])[C:6]([F:45])([F:46])[CH2:5]1)(=[O:3])[CH3:2]. The catalyst class is: 4. (8) Reactant: O.O.[C:3]([O-:15])(=[O:14])[CH2:4][C:5]([CH2:10][C:11]([O-:13])=[O:12])([C:7]([O-:9])=[O:8])[OH:6].[Na+].[Na+].[Na+].O.[C:20]([OH:32])(=[O:31])[CH2:21][C:22]([CH2:27][C:28]([OH:30])=[O:29])([C:24]([OH:26])=[O:25])[OH:23]. Product: [OH2:6].[C:20]([OH:32])(=[O:31])[CH2:21][C:22]([CH2:27][C:28]([OH:30])=[O:29])([C:24]([OH:26])=[O:25])[OH:23].[C:3]([O-:15])(=[O:14])[CH2:4][C:5]([CH2:10][C:11]([O-:13])=[O:12])([C:7]([O-:9])=[O:8])[OH:6]. The catalyst class is: 6. (9) Reactant: CC(C)([O-])C.[K+].C(O)(C)(C)C.[CH2:12]([O:14][C:15](=[O:21])[CH2:16][C:17](=[O:20])[CH2:18][CH3:19])[CH3:13].Br[CH2:23][C:24]1[CH:29]=[CH:28][C:27]([N:30]2[CH:34]=[CH:33][CH:32]=[N:31]2)=[CH:26][CH:25]=1. Product: [CH2:12]([O:14][C:15](=[O:21])[CH:16]([CH2:23][C:24]1[CH:25]=[CH:26][C:27]([N:30]2[CH:34]=[CH:33][CH:32]=[N:31]2)=[CH:28][CH:29]=1)[C:17](=[O:20])[CH2:18][CH3:19])[CH3:13]. The catalyst class is: 30. (10) Reactant: [F:1][C:2]1[C:3](F)=[C:4]2[O:9][CH2:8][C@H:7]([CH3:10])[N:6]3[CH:11]=[C:12]([C:17]([OH:19])=[O:18])[C:13](=[O:16])[C:14]([CH:15]=1)=[C:5]23.[CH3:21][N:22]1[CH2:27][CH2:26][NH:25][CH2:24][CH2:23]1. Product: [F:1][C:2]1[C:3]([N:25]2[CH2:26][CH2:27][N:22]([CH3:21])[CH2:23][CH2:24]2)=[C:4]2[O:9][CH2:8][C@H:7]([CH3:10])[N:6]3[CH:11]=[C:12]([C:17]([OH:19])=[O:18])[C:13](=[O:16])[C:14]([CH:15]=1)=[C:5]23. The catalyst class is: 16.